This data is from Clinical trial toxicity outcomes and FDA approval status for drugs. The task is: Regression/Classification. Given a drug SMILES string, predict its toxicity properties. Task type varies by dataset: regression for continuous values (e.g., LD50, hERG inhibition percentage) or binary classification for toxic/non-toxic outcomes (e.g., AMES mutagenicity, cardiotoxicity, hepatotoxicity). Dataset: clintox. (1) The result is 0 (passed clinical trial). The compound is Cn1c(=O)c2c(ncn2C)n(C)c1=O. (2) The drug is O=C([O-])Cc1ccccc1. The result is 0 (passed clinical trial).